Dataset: M1 muscarinic receptor antagonist screen with 61,756 compounds. Task: Binary Classification. Given a drug SMILES string, predict its activity (active/inactive) in a high-throughput screening assay against a specified biological target. (1) The drug is S(CC(=O)Nc1c2c(ccc1)cccc2)CCO. The result is 0 (inactive). (2) The result is 0 (inactive). The molecule is O=C(N(C(C)(C)C)Cc1cc2c([nH]c1=O)cccc2)C1CCCCC1. (3) The molecule is o1nc(c(C(=O)N(CC)c2ccccc2)c1C)c1ccccc1. The result is 0 (inactive). (4) The result is 0 (inactive). The drug is Clc1ccc(NC(=O)Cn2c3sc4c(CC(OC4)(C)C)c3c(n(c2=O)Cc2occc2)=N)cc1. (5) The compound is S1Cc2n(c(nn2)Cn2c(nc3c2cccc3)CCCC)c2c1cccc2. The result is 0 (inactive).